The task is: Predict the reactants needed to synthesize the given product.. This data is from Full USPTO retrosynthesis dataset with 1.9M reactions from patents (1976-2016). (1) Given the product [CH3:35][N:36]([CH2:37][C:38]1[S:42][C:41]2[CH:43]=[CH:44][CH:45]=[CH:46][C:40]=2[C:39]=1[CH3:47])[C:22](=[O:24])/[CH:21]=[CH:20]/[C:18]1[CH:17]=[N:16][C:10]2[NH:11][CH2:12][CH2:13][C:14](=[O:15])[N:7]([CH3:6])[CH2:8][C:9]=2[CH:19]=1, predict the reactants needed to synthesize it. The reactants are: C(Cl)CCl.Cl.[CH3:6][N:7]1[C:14](=[O:15])[CH2:13][CH2:12][NH:11][C:10]2[N:16]=[CH:17][C:18](/[CH:20]=[CH:21]/[C:22]([OH:24])=O)=[CH:19][C:9]=2[CH2:8]1.C1C=CC2N(O)N=NC=2C=1.[CH3:35][NH:36][CH2:37][C:38]1[S:42][C:41]2[CH:43]=[CH:44][CH:45]=[CH:46][C:40]=2[C:39]=1[CH3:47].C(N(C(C)C)C(C)C)C. (2) Given the product [C:1]([C:5]1[N:6]=[C:7]([NH:10][C:11]([C:13]2[CH:49]=[CH:48][N:16]3[C:17](=[O:47])[C:18](/[CH:31]=[CH:32]/[C:33]4[N:37]([CH2:38][C:39]5[CH:40]=[CH:41][C:42]([O:45][CH3:46])=[CH:43][CH:44]=5)[N:36]=[N:35][N:34]=4)=[C:19]([N:21]4[CH2:26][CH2:25][CH2:24][CH:23]([CH2:27][C:28]([N:63]([CH2:51][CH2:50][N:52]([CH3:55])[CH3:53])[CH3:61])=[O:29])[CH2:22]4)[N:20]=[C:15]3[CH:14]=2)=[O:12])[S:8][CH:9]=1)([CH3:3])([CH3:2])[CH3:4], predict the reactants needed to synthesize it. The reactants are: [C:1]([C:5]1[N:6]=[C:7]([NH:10][C:11]([C:13]2[CH:49]=[CH:48][N:16]3[C:17](=[O:47])[C:18](/[CH:31]=[CH:32]/[C:33]4[N:37]([CH2:38][C:39]5[CH:44]=[CH:43][C:42]([O:45][CH3:46])=[CH:41][CH:40]=5)[N:36]=[N:35][N:34]=4)=[C:19]([N:21]4[CH2:26][CH2:25][CH2:24][CH:23]([CH2:27][C:28](O)=[O:29])[CH2:22]4)[N:20]=[C:15]3[CH:14]=2)=[O:12])[S:8][CH:9]=1)([CH3:4])([CH3:3])[CH3:2].[CH2:50]([N:52]([CH2:55]C)[CH2:53]C)[CH3:51].C1C=CC2N(O)N=[N:63][C:61]=2C=1.Cl.